From a dataset of Reaction yield outcomes from USPTO patents with 853,638 reactions. Predict the reaction yield, written as a fraction of the theoretical maximum amount of product (1.0 means a 100% yield; for example, 0.34 means a 34% yield). (1) The product is [CH3:18][O:19][C:20]1[CH:25]=[CH:24][CH:23]=[CH:22][C:21]=1[N:26]1[CH2:31][CH2:30][N:29]([CH2:10][CH2:9][CH:8]([C:6]([CH:1]2[CH2:5][CH2:4][CH2:3][CH2:2]2)=[O:7])[C:12]2[CH:17]=[CH:16][CH:15]=[CH:14][CH:13]=2)[CH2:28][CH2:27]1. No catalyst specified. The yield is 0.670. The reactants are [CH:1]1([C:6]([CH:8]([C:12]2[CH:17]=[CH:16][CH:15]=[CH:14][CH:13]=2)[CH2:9][CH:10]=O)=[O:7])[CH2:5][CH2:4][CH2:3][CH2:2]1.[CH3:18][O:19][C:20]1[CH:25]=[CH:24][CH:23]=[CH:22][C:21]=1[N:26]1[CH2:31][CH2:30][NH:29][CH2:28][CH2:27]1.[Na]. (2) The reactants are [CH2:1]([O:8][C:9]1[CH:27]=[C:26]2[C:12]([CH2:13][C:14]3[C:18]([C:19]4[CH:24]=[CH:23][C:22]([Br:25])=[CH:21][CH:20]=4)=[N:17][NH:16][C:15]=32)=[CH:11][C:10]=1[O:28][CH3:29])[C:2]1[CH:7]=[CH:6][CH:5]=[CH:4][CH:3]=1.[H-].[Na+].[CH3:32][Si:33]([CH3:40])([CH3:39])[CH2:34][CH2:35][O:36][CH2:37]Cl. The catalyst is CN(C=O)C. The product is [CH2:1]([O:8][C:9]1[CH:27]=[C:26]2[C:12]([CH2:13][C:14]3[C:18]([C:19]4[CH:20]=[CH:21][C:22]([Br:25])=[CH:23][CH:24]=4)=[N:17][N:16]([CH2:37][O:36][CH2:35][CH2:34][Si:33]([CH3:40])([CH3:39])[CH3:32])[C:15]=32)=[CH:11][C:10]=1[O:28][CH3:29])[C:2]1[CH:3]=[CH:4][CH:5]=[CH:6][CH:7]=1. The yield is 0.720. (3) The reactants are [C:1]([N:4]1[CH2:9][CH2:8][NH:7][CH2:6][CH2:5]1)(=[O:3])[CH3:2].Br[C:11]1[CH:20]=[CH:19][C:14]([C:15]([O:17][CH3:18])=[O:16])=[CH:13][CH:12]=1.P([O-])([O-])([O-])=O.[K+].[K+].[K+].C1(P(C2CCCCC2)C2C=CC=CC=2C2C(OC)=CC=CC=2OC)CCCCC1. The catalyst is C1(C)C=CC=CC=1. The product is [C:1]([N:4]1[CH2:9][CH2:8][N:7]([C:11]2[CH:20]=[CH:19][C:14]([C:15]([O:17][CH3:18])=[O:16])=[CH:13][CH:12]=2)[CH2:6][CH2:5]1)(=[O:3])[CH3:2]. The yield is 0.562. (4) The reactants are [Br:1][C:2]1[CH:3]=[CH:4][C:5]([OH:11])=[C:6]([C:8](=[O:10])[CH3:9])[CH:7]=1.[O:12]1[CH2:17][CH2:16][CH2:15][CH:14]([CH:18]=O)[CH2:13]1. The catalyst is C(O)C.O. The product is [Br:1][C:2]1[CH:7]=[C:6]2[C:5](=[CH:4][CH:3]=1)[O:11][CH:18]([CH:14]1[CH2:15][CH2:16][CH2:17][O:12][CH2:13]1)[CH2:9][C:8]2=[O:10]. The yield is 0.150. (5) The reactants are [NH3:1].[CH:2]1([CH2:8][C:9](Cl)=[O:10])[CH2:7][CH2:6][CH2:5][CH2:4][CH2:3]1. The catalyst is C(Cl)(Cl)Cl. The product is [CH:2]1([CH2:8][C:9]([NH2:1])=[O:10])[CH2:7][CH2:6][CH2:5][CH2:4][CH2:3]1. The yield is 0.878.